Dataset: Catalyst prediction with 721,799 reactions and 888 catalyst types from USPTO. Task: Predict which catalyst facilitates the given reaction. Reactant: [C:1]([C:5]1[CH:14]=[CH:13][C:8]2[NH:9][C:10](=[O:12])[O:11][C:7]=2[CH:6]=1)(=[O:4])[CH2:2][CH3:3].C(=O)([O-])[O-].[K+].[K+].[CH2:21](Br)[C:22]1[CH:27]=[CH:26][CH:25]=[CH:24][CH:23]=1. Product: [CH2:21]([N:9]1[C:8]2[CH:13]=[CH:14][C:5]([C:1](=[O:4])[CH2:2][CH3:3])=[CH:6][C:7]=2[O:11][C:10]1=[O:12])[C:22]1[CH:27]=[CH:26][CH:25]=[CH:24][CH:23]=1. The catalyst class is: 21.